Dataset: Full USPTO retrosynthesis dataset with 1.9M reactions from patents (1976-2016). Task: Predict the reactants needed to synthesize the given product. Given the product [Cl:1][C:2]1[C:10]2[N:9]=[C:8]3[N:11]([C:20]4[C:25]([Cl:26])=[CH:24][C:23]([C:27]([F:30])([F:28])[F:29])=[CH:22][N:21]=4)[CH2:12][CH2:13][N:7]3[C:6]=2[C:5]([CH:14]([CH2:17][CH3:18])[CH2:15][CH3:16])=[CH:4][CH:3]=1, predict the reactants needed to synthesize it. The reactants are: [Cl:1][C:2]1[C:10]2[N:9]=[C:8]3[NH:11][CH2:12][CH2:13][N:7]3[C:6]=2[C:5]([CH:14]([CH2:17][CH3:18])[CH2:15][CH3:16])=[CH:4][CH:3]=1.Br[C:20]1[C:25]([Cl:26])=[CH:24][C:23]([C:27]([F:30])([F:29])[F:28])=[CH:22][N:21]=1.N1C=CC=CC=1C1C=CC=CN=1.C(=O)([O-])[O-].[Cs+].[Cs+].